Dataset: Forward reaction prediction with 1.9M reactions from USPTO patents (1976-2016). Task: Predict the product of the given reaction. (1) The product is: [CH3:25][Si:26]([CH3:41])([CH3:42])[C:27]1[CH:35]=[C:34]2[C:30]([CH:31]=[C:32]([C:36]([O:38][CH2:39][CH3:40])=[O:37])[N:33]2[CH2:7][C:4]2[CH:3]=[CH:2][N:1]=[CH:6][CH:5]=2)=[CH:29][CH:28]=1. Given the reactants [N:1]1[CH:6]=[CH:5][C:4]([CH2:7]O)=[CH:3][CH:2]=1.C(C=P(CCCC)(CCCC)CCCC)#N.[CH3:25][Si:26]([CH3:42])([CH3:41])[C:27]1[CH:35]=[C:34]2[C:30]([CH:31]=[C:32]([C:36]([O:38][CH2:39][CH3:40])=[O:37])[NH:33]2)=[CH:29][CH:28]=1, predict the reaction product. (2) Given the reactants [CH:1]([C:4]1[C:12]([O:13]C2CCCCO2)=[CH:11][CH:10]=[C:9]2[C:5]=1[CH:6]=[N:7][N:8]2C1CCCCO1)([CH3:3])[CH3:2].C(C1C(O)=CC=C2C=1C=NN2C1CCCCO1)(C)C.FC(F)(F)C(O)=O.C(=O)([O-])O.[Na+], predict the reaction product. The product is: [CH:1]([C:4]1[C:12]([OH:13])=[CH:11][CH:10]=[C:9]2[C:5]=1[CH:6]=[N:7][NH:8]2)([CH3:3])[CH3:2]. (3) Given the reactants [CH3:1][Si:2]([CH3:23])([C:17]1[CH:22]=[CH:21][CH:20]=[CH:19][CH:18]=1)[C@@H:3]1[C@@H:7]([CH2:8][OH:9])[C:6]([CH2:10][O:11]C(OC)(C)C)=[CH:5][CH2:4]1.[H-].[Na+].[CH2:26](Br)[C:27]1[CH:32]=[CH:31][CH:30]=[CH:29][CH:28]=1.N12CCNC=C1CCCC=C2, predict the reaction product. The product is: [CH3:23][Si:2]([CH3:1])([C:17]1[CH:18]=[CH:19][CH:20]=[CH:21][CH:22]=1)[C@@H:3]1[C@@H:7]([CH2:8][O:9][CH2:26][C:27]2[CH:32]=[CH:31][CH:30]=[CH:29][CH:28]=2)[C:6]([CH2:10][OH:11])=[CH:5][CH2:4]1.